Dataset: Forward reaction prediction with 1.9M reactions from USPTO patents (1976-2016). Task: Predict the product of the given reaction. (1) Given the reactants C([N:8]1[CH2:13][CH2:12][C:11](=[O:14])[CH2:10][CH:9]1[CH3:15])C1C=CC=CC=1.[C:16]([OH:19])(=[O:18])[CH3:17], predict the reaction product. The product is: [C:16]([OH:19])(=[O:18])[CH3:17].[CH3:15][CH:9]1[CH2:10][C:11](=[O:14])[CH2:12][CH2:13][NH:8]1. (2) Given the reactants Br[C:2]1[C:7]([Cl:8])=[CH:6][C:5]([NH:9][C:10]2[N:14]=[C:13]([NH2:15])[NH:12][N:11]=2)=[CH:4][C:3]=1[Cl:16].CC1(C)C(C)(C)OB([C:25]2[CH:44]=[CH:43][C:28]([O:29][CH2:30][C@H:31]3[CH2:35][CH2:34][CH2:33][N:32]3[C:36]([O:38][C:39]([CH3:42])([CH3:41])[CH3:40])=[O:37])=[CH:27][CH:26]=2)O1.O1CCOCC1.O.C(=O)([O-])[O-].[K+].[K+], predict the reaction product. The product is: [C:39]([O:38][C:36]([N:32]1[CH2:33][CH2:34][CH2:35][C@@H:31]1[CH2:30][O:29][C:28]1[CH:27]=[CH:26][C:25]([C:2]2[C:7]([Cl:8])=[CH:6][C:5]([NH:9][C:10]3[N:14]=[C:13]([NH2:15])[NH:12][N:11]=3)=[CH:4][C:3]=2[Cl:16])=[CH:44][CH:43]=1)=[O:37])([CH3:42])([CH3:40])[CH3:41]. (3) The product is: [NH2:26][C:6]1[CH:7]=[C:8]([CH2:12][N:13]2[CH2:17][CH2:16][C@@H:15]([NH:18][C:19]([O:21][C:22]([CH3:24])([CH3:23])[CH3:25])=[O:20])[CH2:14]2)[C:9]([Cl:11])=[CH:10][C:5]=1[C:4]([OH:27])=[O:3]. Given the reactants C([O:3][C:4](=[O:27])[C:5]1[CH:10]=[C:9]([Cl:11])[C:8]([CH2:12][N:13]2[CH2:17][CH2:16][C@@H:15]([NH:18][C:19]([O:21][C:22]([CH3:25])([CH3:24])[CH3:23])=[O:20])[CH2:14]2)=[CH:7][C:6]=1[NH2:26])C.NC1C(Cl)=C(C=O)C(C(F)(F)F)=CC=1C(O)=O, predict the reaction product. (4) Given the reactants CC([N:5]([CH:9]1[CH2:14][CH2:13][N:12]([CH2:15][CH:16]2[C:26]3=[C:27]4[C:22](=[CH:23][CH:24]=[C:25]3[C:28]#[N:29])[CH:21]=[CH:20][C:19](=[O:30])[N:18]4[CH2:17]2)[CH2:11][CH2:10]1)C(=O)[O-])(C)C.C(O)(C(F)(F)F)=O.CC[NH+](CC)CC.CC[NH+](CC)CC.C([O-])([O-])=O, predict the reaction product. The product is: [NH2:5][CH:9]1[CH2:14][CH2:13][N:12]([CH2:15][CH:16]2[C:26]3=[C:27]4[C:22](=[CH:23][CH:24]=[C:25]3[C:28]#[N:29])[CH:21]=[CH:20][C:19](=[O:30])[N:18]4[CH2:17]2)[CH2:11][CH2:10]1. (5) The product is: [F:1][C:2]1[C:3]([OH:29])=[CH:4][C:5]2[CH2:11][CH2:10][CH2:9][C:8]([C:12]3[CH:17]=[CH:16][C:15]([F:18])=[C:14]([OH:19])[CH:13]=3)=[C:7]([CH2:21][CH2:22][CH2:23][CH2:24][CH2:25][CH2:26][OH:27])[C:6]=2[CH:28]=1. Given the reactants [F:1][C:2]1[C:3]([O:29]C)=[CH:4][C:5]2[CH2:11][CH2:10][CH2:9][C:8]([C:12]3[CH:17]=[CH:16][C:15]([F:18])=[C:14]([O:19]C)[CH:13]=3)=[C:7]([CH2:21][CH2:22][CH2:23][CH2:24][CH2:25][CH2:26][OH:27])[C:6]=2[CH:28]=1.B(Br)(Br)Br.CC1C=CC=C(C)N=1, predict the reaction product. (6) Given the reactants C(S[S:21][CH2:22][CH2:23][CH2:24][CH:25]([CH2:29][CH2:30][C:31]([OH:33])=[O:32])[C:26](O)=[O:27])(C1C=CC=CC=1)(C1C=CC=CC=1)C1C=CC=CC=1.FC(F)(F)C(O)=O.C([SiH](CC)CC)C, predict the reaction product. The product is: [O:27]=[C:26]1[CH:25]([CH2:29][CH2:30][C:31]([OH:33])=[O:32])[CH2:24][CH2:23][CH2:22][S:21]1.